This data is from Full USPTO retrosynthesis dataset with 1.9M reactions from patents (1976-2016). The task is: Predict the reactants needed to synthesize the given product. (1) Given the product [F:17][C:14]1[CH:15]=[CH:16][C:11]([NH:10][C:7]2[CH:6]=[CH:5][C:4]([CH:2]([NH:1][C:36]([C@:31]3([NH:30][C:28]([C:26]4[CH:25]=[N:24][CH:23]=[N:22][CH:27]=4)=[O:29])[CH2:35][CH2:34][O:33][CH2:32]3)=[O:37])[CH3:3])=[N:9][CH:8]=2)=[C:12]([C:18]([F:21])([F:20])[F:19])[CH:13]=1, predict the reactants needed to synthesize it. The reactants are: [NH2:1][CH:2]([C:4]1[N:9]=[CH:8][C:7]([NH:10][C:11]2[CH:16]=[CH:15][C:14]([F:17])=[CH:13][C:12]=2[C:18]([F:21])([F:20])[F:19])=[CH:6][CH:5]=1)[CH3:3].[N:22]1[CH:27]=[C:26]([C:28]([NH:30][C@@:31]2([C:36](O)=[O:37])[CH2:35][CH2:34][O:33][CH2:32]2)=[O:29])[CH:25]=[N:24][CH:23]=1. (2) Given the product [C:14]([O:18][C:19]([N:21]1[CH2:26][CH2:25][C@@H:24]([O:27][C:28]2[CH:29]=[N:30][C:31]([N:10]3[C:11]4[C:7](=[CH:6][C:5]([S:2]([CH3:1])(=[O:4])=[O:3])=[CH:13][CH:12]=4)[CH:8]=[CH:9]3)=[CH:32][CH:33]=2)[C@H:23]([F:35])[CH2:22]1)=[O:20])([CH3:17])([CH3:15])[CH3:16], predict the reactants needed to synthesize it. The reactants are: [CH3:1][S:2]([C:5]1[CH:6]=[C:7]2[C:11](=[CH:12][CH:13]=1)[NH:10][CH:9]=[CH:8]2)(=[O:4])=[O:3].[C:14]([O:18][C:19]([N:21]1[CH2:26][CH2:25][C@@H:24]([O:27][C:28]2[CH:29]=[N:30][C:31](Cl)=[CH:32][CH:33]=2)[C@H:23]([F:35])[CH2:22]1)=[O:20])([CH3:17])([CH3:16])[CH3:15]. (3) The reactants are: Br[C:2]1[CH:3]=[C:4]2[C:8](=[CH:9][CH:10]=1)[N:7]([CH2:11][C:12]1[CH:17]=[CH:16][C:15]([O:18][CH3:19])=[CH:14][CH:13]=1)[N:6]=[CH:5]2.[C:20]([O:24][C:25]([N:27]1[CH2:32][CH2:31][CH2:30][C@H:29]([NH2:33])[CH2:28]1)=[O:26])([CH3:23])([CH3:22])[CH3:21].CC(C)([O-])C.[Na+]. Given the product [CH3:19][O:18][C:15]1[CH:16]=[CH:17][C:12]([CH2:11][N:7]2[C:8]3[C:4](=[CH:3][C:2]([NH:33][C@H:29]4[CH2:30][CH2:31][CH2:32][N:27]([C:25]([O:24][C:20]([CH3:23])([CH3:22])[CH3:21])=[O:26])[CH2:28]4)=[CH:10][CH:9]=3)[CH:5]=[N:6]2)=[CH:13][CH:14]=1, predict the reactants needed to synthesize it. (4) Given the product [CH3:33][C:32]1[N:34]=[C:27]([CH:13]2[CH2:14][CH:15]([C:17]3[CH:22]=[CH:21][C:20]([C:23]([F:26])([F:25])[F:24])=[CH:19][CH:18]=3)[CH2:16][N:11]([C:9]([N:6]3[CH2:7][CH2:8][CH:3]([C:1]#[N:2])[CH2:4][CH2:5]3)=[O:10])[CH2:12]2)[O:29][N:31]=1, predict the reactants needed to synthesize it. The reactants are: [C:1]([CH:3]1[CH2:8][CH2:7][N:6]([C:9]([N:11]2[CH2:16][CH:15]([C:17]3[CH:22]=[CH:21][C:20]([C:23]([F:26])([F:25])[F:24])=[CH:19][CH:18]=3)[CH2:14][CH:13]([C:27]([OH:29])=O)[CH2:12]2)=[O:10])[CH2:5][CH2:4]1)#[N:2].O[N:31]=[C:32]([NH2:34])[CH3:33].